This data is from Peptide-MHC class I binding affinity with 185,985 pairs from IEDB/IMGT. The task is: Regression. Given a peptide amino acid sequence and an MHC pseudo amino acid sequence, predict their binding affinity value. This is MHC class I binding data. (1) The peptide sequence is HIDPMWKVL. The MHC is HLA-A02:03 with pseudo-sequence HLA-A02:03. The binding affinity (normalized) is 0.0847. (2) The peptide sequence is ATDPDADAIA. The MHC is HLA-A02:01 with pseudo-sequence HLA-A02:01. The binding affinity (normalized) is 0. (3) The peptide sequence is VPLRPMTY. The MHC is HLA-A24:02 with pseudo-sequence HLA-A24:02. The binding affinity (normalized) is 0.